Dataset: Forward reaction prediction with 1.9M reactions from USPTO patents (1976-2016). Task: Predict the product of the given reaction. (1) Given the reactants C(O[C:4]([C:6]1[N:7]=[C:8]([C:15]2[CH:20]=[CH:19][CH:18]=[CH:17][C:16]=2[O:21][CH3:22])[N:9]([CH3:14])[C:10](=[O:13])[C:11]=1[OH:12])=[O:5])C.[Cl:23][C:24]1[CH:25]=[C:26]([CH:29]=[CH:30][C:31]=1[CH3:32])[CH2:27][NH2:28], predict the reaction product. The product is: [Cl:23][C:24]1[CH:25]=[C:26]([CH:29]=[CH:30][C:31]=1[CH3:32])[CH2:27][NH:28][C:4]([C:6]1[N:7]=[C:8]([C:15]2[CH:20]=[CH:19][CH:18]=[CH:17][C:16]=2[O:21][CH3:22])[N:9]([CH3:14])[C:10](=[O:13])[C:11]=1[OH:12])=[O:5]. (2) Given the reactants [OH:1][CH2:2][C:3]([S:6]([CH2:9][CH2:10][NH:11]C(=O)OC(C)(C)C)(=[O:8])=[O:7])([CH3:5])[CH3:4].[ClH:19], predict the reaction product. The product is: [ClH:19].[NH2:11][CH2:10][CH2:9][S:6]([C:3]([CH3:5])([CH3:4])[CH2:2][OH:1])(=[O:8])=[O:7].